Dataset: Reaction yield outcomes from USPTO patents with 853,638 reactions. Task: Predict the reaction yield, written as a fraction of the theoretical maximum amount of product (1.0 means a 100% yield; for example, 0.34 means a 34% yield). (1) The reactants are [CH3:1][O:2][C:3]1[CH:25]=[CH:24][C:6]([CH2:7][NH:8][C:9]2[CH:14]=[C:13]([O:15][C:16]3[CH:21]=[CH:20][C:19]([NH2:22])=[CH:18][C:17]=3[F:23])[N:12]=[CH:11][N:10]=2)=[CH:5][CH:4]=1.COC1C=CC(CNC2N=CN=C(OC3C=CC(NC(NC(=O)CC4C=CC(F)=CC=4)=O)=CC=3F)C=2)=CC=1.NC1N=CN=C(OC2C=CC(NC(NC(=O)CC3C=CC(F)=CC=3)=S)=CC=2F)C=1.CN(C(ON1N=NC2C=CC=CC1=2)=[N+](C)C)C.[B-](F)(F)(F)F.CCN(C(C)C)C(C)C.[F:124][C:125]1[CH:130]=[CH:129][C:128]([N:131](C2C=CC(OC3C=CN=CC=3)=CC=2)[C:132](=[O:137])[CH2:133][C:134](N)=[O:135])=[CH:127][CH:126]=1. The catalyst is CN(C=O)C. The product is [CH3:1][O:2][C:3]1[CH:4]=[CH:5][C:6]([CH2:7][NH:8][C:9]2[N:10]=[CH:11][N:12]=[C:13]([O:15][C:16]3[CH:21]=[CH:20][C:19]([NH:22][C:134](=[O:135])[CH2:133][C:132]([NH:131][C:128]4[CH:129]=[CH:130][C:125]([F:124])=[CH:126][CH:127]=4)=[O:137])=[CH:18][C:17]=3[F:23])[CH:14]=2)=[CH:24][CH:25]=1. The yield is 0.820. (2) The reactants are CS(O[CH:6]([C:25]1[CH:30]=[CH:29][C:28]([Cl:31])=[C:27]([N+:32]([O-:34])=[O:33])[CH:26]=1)[CH2:7][CH2:8][CH:9](OS(C)(=O)=O)[C:10]1[CH:15]=[CH:14][C:13]([Cl:16])=[C:12]([N+:17]([O-:19])=[O:18])[CH:11]=1)(=O)=O.[C:35]([C:39]1[CH:45]=[CH:44][C:42]([NH2:43])=[CH:41][CH:40]=1)([CH3:38])([CH3:37])[CH3:36].O. The catalyst is CN(C=O)C. The product is [C:35]([C:39]1[CH:40]=[CH:41][C:42]([N:43]2[CH:9]([C:10]3[CH:15]=[CH:14][C:13]([Cl:16])=[C:12]([N+:17]([O-:19])=[O:18])[CH:11]=3)[CH2:8][CH2:7][CH:6]2[C:25]2[CH:30]=[CH:29][C:28]([Cl:31])=[C:27]([N+:32]([O-:34])=[O:33])[CH:26]=2)=[CH:44][CH:45]=1)([CH3:38])([CH3:36])[CH3:37]. The yield is 0.720. (3) The reactants are [C:1]([C:8]([NH2:11])([OH:10])C)(OC(C)(C)C)=O.[CH:12]1[CH:13]=[CH:14][C:15]([NH:22][C:23]2[C:24]([Cl:30])=[CH:25][CH:26]=[CH:27][C:28]=2[Cl:29])=[C:16]([CH2:18][C:19]([OH:21])=[O:20])[CH:17]=1.[ClH:31].C(OCC)(=O)C.C(OCC)C.CCCCCC. The catalyst is ClCCl. The product is [NH2:11][CH:8]([OH:10])[CH3:1].[CH:12]1[CH:13]=[CH:14][C:15]([NH:22][C:23]2[C:28]([Cl:29])=[CH:27][CH:26]=[CH:25][C:24]=2[Cl:30])=[C:16]([CH2:18][C:19]([OH:21])=[O:20])[CH:17]=1.[ClH:31]. The yield is 0.980. (4) The reactants are [C:1]([O:5][C:6]([N:8]1[CH2:13][CH2:12][N:11]([C:14]2[CH:15]=[C:16]([C:28]([O:30]C)=[O:29])[C:17]3[CH:18]=[N:19][N:20]([CH:23]4[CH2:27][CH2:26][CH2:25][CH2:24]4)[C:21]=3[CH:22]=2)[CH2:10][CH2:9]1)=[O:7])([CH3:4])([CH3:3])[CH3:2].[OH-].[Na+]. The catalyst is CO. The product is [C:1]([O:5][C:6]([N:8]1[CH2:9][CH2:10][N:11]([C:14]2[CH:15]=[C:16]([C:28]([OH:30])=[O:29])[C:17]3[CH:18]=[N:19][N:20]([CH:23]4[CH2:24][CH2:25][CH2:26][CH2:27]4)[C:21]=3[CH:22]=2)[CH2:12][CH2:13]1)=[O:7])([CH3:4])([CH3:2])[CH3:3]. The yield is 0.880. (5) The reactants are [CH2:1]([O:8][C:9]1[C:18]2[C:13](=[CH:14][CH:15]=[C:16](B3OC(C)(C)C(C)(C)O3)[CH:17]=2)[N:12]=[CH:11][CH:10]=1)[C:2]1[CH:7]=[CH:6][CH:5]=[CH:4][CH:3]=1.FC(F)(F)S(O[C:34]1[CH:39]=[CH:38][CH:37]=[C:36]([C:40]2[S:41][CH:42]=[CH:43][N:44]=2)[N:35]=1)(=O)=O. The catalyst is C1C=CC(P(C2C=CC=CC=2)[C-]2C=CC=C2)=CC=1.C1C=CC(P(C2C=CC=CC=2)[C-]2C=CC=C2)=CC=1.Cl[Pd]Cl.[Fe+2].C(Cl)Cl.COCCOC. The product is [CH2:1]([O:8][C:9]1[C:18]2[C:13](=[CH:14][CH:15]=[C:16]([C:34]3[N:35]=[C:36]([C:40]4[S:41][CH:42]=[CH:43][N:44]=4)[CH:37]=[CH:38][CH:39]=3)[CH:17]=2)[N:12]=[CH:11][CH:10]=1)[C:2]1[CH:3]=[CH:4][CH:5]=[CH:6][CH:7]=1. The yield is 0.390. (6) The reactants are [CH2:1]([C:8]1[O:9][C:10]([CH3:29])=[C:11]([CH3:28])[C:12]=1[C:13]([C:15]1[CH:20]=[CH:19][C:18]([O:21]C)=[C:17]([CH:23]2[CH2:27][CH2:26][CH2:25][CH2:24]2)[CH:16]=1)=[O:14])[C:2]1[CH:7]=[CH:6][CH:5]=[CH:4][CH:3]=1.B(Br)(Br)Br.C(Cl)Cl. The catalyst is C(Cl)Cl. The product is [CH2:1]([C:8]1[O:9][C:10]([CH3:29])=[C:11]([CH3:28])[C:12]=1[C:13]([C:15]1[CH:20]=[CH:19][C:18]([OH:21])=[C:17]([CH:23]2[CH2:27][CH2:26][CH2:25][CH2:24]2)[CH:16]=1)=[O:14])[C:2]1[CH:3]=[CH:4][CH:5]=[CH:6][CH:7]=1. The yield is 0.360. (7) The reactants are [NH:1]1[CH:5]=[C:4]([C:6]([OH:8])=O)[CH:3]=[N:2]1.Cl.CN(C)CCCN=C=NCC.O.ON1C2C=CC=CC=2N=N1.C(N(CC)CC)C.[NH2:39][C:40]1[CH:41]=[C:42]2[C:47](=[CH:48][CH:49]=1)[CH2:46][N:45]([C:50]([O:52][C:53]([CH3:56])([CH3:55])[CH3:54])=[O:51])[CH2:44][CH2:43]2. The yield is 0.240. The product is [NH:1]1[CH:5]=[C:4]([C:6]([NH:39][C:40]2[CH:41]=[C:42]3[C:47](=[CH:48][CH:49]=2)[CH2:46][N:45]([C:50]([O:52][C:53]([CH3:56])([CH3:55])[CH3:54])=[O:51])[CH2:44][CH2:43]3)=[O:8])[CH:3]=[N:2]1. The catalyst is C(Cl)Cl. (8) The reactants are [CH3:1][O:2][C:3]1[CH:11]=[C:10]([CH3:12])[CH:9]=[CH:8][C:4]=1[C:5](O)=[O:6].Cl.C([N:16]=C=NCCCN(C)C)C.ON1C2C=CC=CC=2N=N1.N.CO. The catalyst is ClCCl. The product is [CH3:1][O:2][C:3]1[CH:11]=[C:10]([CH3:12])[CH:9]=[CH:8][C:4]=1[C:5]([NH2:16])=[O:6]. The yield is 0.880. (9) The reactants are [CH:1]12[CH2:10][CH:5]3[CH2:6][CH:7]([CH2:9][CH:3]([CH2:4]3)[CH:2]1[NH:11][C:12](=[O:26])[C@H:13]1[CH2:17][C@@H:16]([OH:18])[CH2:15][N:14]1[CH2:19][CH:20]1[CH2:25][CH2:24][NH:23][CH2:22][CH2:21]1)[CH2:8]2.C=O.[CH:29](O)=O. The catalyst is C1COCC1.C(Cl)(Cl)Cl.CC(N(C)C)=O. The product is [CH:1]12[CH2:10][CH:5]3[CH2:6][CH:7]([CH2:9][CH:3]([CH2:4]3)[CH:2]1[NH:11][C:12](=[O:26])[C@H:13]1[CH2:17][C@@H:16]([OH:18])[CH2:15][N:14]1[CH2:19][CH:20]1[CH2:25][CH2:24][N:23]([CH3:29])[CH2:22][CH2:21]1)[CH2:8]2. The yield is 0.570. (10) The reactants are CC1(C)CO[CH:5]([C:8]2[C:9]3[NH:13][C:12]([C:14]([C:46]4[CH:51]=[CH:50][CH:49]=[CH:48][CH:47]=4)=[C:15]4[N:45]=[C:18]([C:19]([CH:37]5OCC(C)(C)C[O:38]5)=[C:20]5[NH:36][C:23](=[C:24]([C:30]6[CH:35]=[CH:34][CH:33]=[CH:32][CH:31]=6)[C:25]6[CH:26]=[CH:27][C:28]=2[N:29]=6)[CH:22]=[CH:21]5)[CH:17]=[CH:16]4)=[CH:11][CH:10]=3)[O:4]C1.C(O)(C(F)(F)F)=O.O.C(Cl)Cl.C(OCC)(=O)C. The catalyst is C(Cl)Cl. The product is [CH:5]([C:8]1[C:9]2[NH:13][C:12]([C:14]([C:46]3[CH:47]=[CH:48][CH:49]=[CH:50][CH:51]=3)=[C:15]3[N:45]=[C:18]([C:19]([CH:37]=[O:38])=[C:20]4[NH:36][C:23](=[C:24]([C:30]5[CH:35]=[CH:34][CH:33]=[CH:32][CH:31]=5)[C:25]5[CH:26]=[CH:27][C:28]=1[N:29]=5)[CH:22]=[CH:21]4)[CH:17]=[CH:16]3)=[CH:11][CH:10]=2)=[O:4]. The yield is 0.830.